From a dataset of Peptide-MHC class I binding affinity with 185,985 pairs from IEDB/IMGT. Regression. Given a peptide amino acid sequence and an MHC pseudo amino acid sequence, predict their binding affinity value. This is MHC class I binding data. (1) The peptide sequence is PVILSKLML. The MHC is HLA-A02:02 with pseudo-sequence HLA-A02:02. The binding affinity (normalized) is 0.155. (2) The peptide sequence is LRNIYETEF. The MHC is HLA-A24:03 with pseudo-sequence HLA-A24:03. The binding affinity (normalized) is 0.0847. (3) The peptide sequence is MFGYNPYSL. The MHC is HLA-A23:01 with pseudo-sequence HLA-A23:01. The binding affinity (normalized) is 0.808. (4) The peptide sequence is VTWIPEWDFI. The MHC is Mamu-A01 with pseudo-sequence Mamu-A01. The binding affinity (normalized) is 0. (5) The peptide sequence is LLLWISVKV. The MHC is HLA-A02:02 with pseudo-sequence HLA-A02:02. The binding affinity (normalized) is 0.580. (6) The peptide sequence is NHINVEMSL. The MHC is Mamu-A07 with pseudo-sequence Mamu-A07. The binding affinity (normalized) is 0.763. (7) The peptide sequence is TPGPGVRYPL. The MHC is HLA-B08:01 with pseudo-sequence HLA-B08:01. The binding affinity (normalized) is 0.535. (8) The peptide sequence is RSRPSGDLR. The MHC is HLA-A11:01 with pseudo-sequence HLA-A11:01. The binding affinity (normalized) is 0.160. (9) The peptide sequence is AINSEMFLR. The MHC is HLA-B53:01 with pseudo-sequence HLA-B53:01. The binding affinity (normalized) is 0. (10) The peptide sequence is LATAGSAM. The MHC is Mamu-A02 with pseudo-sequence Mamu-A02. The binding affinity (normalized) is 0.208.